From a dataset of Full USPTO retrosynthesis dataset with 1.9M reactions from patents (1976-2016). Predict the reactants needed to synthesize the given product. Given the product [F:1][C:2]1[C:7]([F:8])=[CH:6][CH:5]=[CH:4][C:3]=1[N:9]1[C:13]2[CH:14]=[CH:15][CH:16]=[CH:17][C:12]=2[N:11]([CH2:18][CH2:19][CH:20]([C:21]2[CH:22]=[CH:23][CH:24]=[CH:25][CH:26]=2)[NH:27][CH3:28])[S:10]1(=[O:36])=[O:37], predict the reactants needed to synthesize it. The reactants are: [F:1][C:2]1[C:7]([F:8])=[CH:6][CH:5]=[CH:4][C:3]=1[N:9]1[C:13]2[CH:14]=[CH:15][CH:16]=[CH:17][C:12]=2[N:11]([CH2:18][CH2:19][CH:20]([N:27](C)[C:28](=O)OC(C)(C)C)[C:21]2[CH:26]=[CH:25][CH:24]=[CH:23][CH:22]=2)[S:10]1(=[O:37])=[O:36].Cl.